From a dataset of Full USPTO retrosynthesis dataset with 1.9M reactions from patents (1976-2016). Predict the reactants needed to synthesize the given product. (1) Given the product [OH2:17].[C:8]([OH:17])([C:13]([F:16])([F:15])[F:14])=[O:21].[F:16][C:13]([F:14])([F:15])[C:8]([C:5]1[CH:4]=[CH:3][C:2]([NH:1][CH:20]([CH3:22])[CH2:19][C:18]([O:24][CH2:25][CH3:26])=[O:23])=[CH:7][CH:6]=1)([OH:17])[C:9]([F:10])([F:11])[F:12], predict the reactants needed to synthesize it. The reactants are: [NH2:1][C:2]1[CH:7]=[CH:6][C:5]([C:8]([OH:17])([C:13]([F:16])([F:15])[F:14])[C:9]([F:12])([F:11])[F:10])=[CH:4][CH:3]=1.[C:18]([O:24][CH2:25][CH3:26])(=[O:23])[CH2:19][C:20]([CH3:22])=[O:21].C(O)(=O)C.C([BH3-])#N.[Na+]. (2) Given the product [CH2:35]([O:34][C:32]([CH2:31][N:18]1[CH:17]([C:10]2[C:11]3[C:16](=[CH:15][CH:14]=[CH:13][CH:12]=3)[N:8]([CH2:7][C:6]([OH:29])=[O:5])[C:9]=2[CH3:28])[C:21]2[CH:22]=[CH:23][CH:24]=[CH:25][C:20]=2[S:19]1(=[O:27])=[O:26])=[O:33])[CH3:36], predict the reactants needed to synthesize it. The reactants are: C([O:5][C:6](=[O:29])[CH2:7][N:8]1[C:16]2[C:11](=[CH:12][CH:13]=[CH:14][CH:15]=2)[C:10]([CH:17]2[C:21]3[CH:22]=[CH:23][CH:24]=[CH:25][C:20]=3[S:19](=[O:27])(=[O:26])[NH:18]2)=[C:9]1[CH3:28])(C)(C)C.Br[CH2:31][C:32]([O:34][CH2:35][CH3:36])=[O:33].